Dataset: Full USPTO retrosynthesis dataset with 1.9M reactions from patents (1976-2016). Task: Predict the reactants needed to synthesize the given product. (1) The reactants are: [Cl:1][C:2]1[CH:7]=[CH:6][C:5]([N:8]2[C:17]3[C:12](=[C:13]([CH3:22])[C:14]([O:20]C)=[C:15]([CH3:19])[C:16]=3[CH3:18])[CH2:11][C:10]3([CH2:25][CH2:24][CH2:23]3)[CH2:9]2)=[CH:4][CH:3]=1.B(Br)(Br)Br. Given the product [Cl:1][C:2]1[CH:7]=[CH:6][C:5]([N:8]2[C:17]3[C:12](=[C:13]([CH3:22])[C:14]([OH:20])=[C:15]([CH3:19])[C:16]=3[CH3:18])[CH2:11][C:10]3([CH2:25][CH2:24][CH2:23]3)[CH2:9]2)=[CH:4][CH:3]=1, predict the reactants needed to synthesize it. (2) Given the product [CH2:19]([N:21]([CH2:25][CH3:26])[CH2:22][C:23]#[C:24][C:2]1[S:10][C:9]2[C:4](=[N:5][CH:6]=[CH:7][C:8]=2[O:11][C:12]2[CH:17]=[CH:16][C:15]([NH2:18])=[CH:14][CH:13]=2)[CH:3]=1)[CH3:20], predict the reactants needed to synthesize it. The reactants are: I[C:2]1[S:10][C:9]2[C:4](=[N:5][CH:6]=[CH:7][C:8]=2[O:11][C:12]2[CH:17]=[CH:16][C:15]([NH2:18])=[CH:14][CH:13]=2)[CH:3]=1.[CH2:19]([N:21]([CH2:25][CH3:26])[CH2:22][C:23]#[CH:24])[CH3:20]. (3) Given the product [F:18][C:5]1[C:6]([NH:8][C:9]2[CH:10]=[C:11]3[C:15](=[CH:16][CH:17]=2)[NH:14][N:13]=[CH:12]3)=[N:7][C:2]([N:25]2[CH2:24][C:23]3[C:27](=[CH:28][CH:29]=[C:21]([O:20][CH3:19])[CH:22]=3)[CH2:26]2)=[N:3][CH:4]=1, predict the reactants needed to synthesize it. The reactants are: Cl[C:2]1[N:7]=[C:6]([NH:8][C:9]2[CH:10]=[C:11]3[C:15](=[CH:16][CH:17]=2)[NH:14][N:13]=[CH:12]3)[C:5]([F:18])=[CH:4][N:3]=1.[CH3:19][O:20][C:21]1[CH:22]=[C:23]2[C:27](=[CH:28][CH:29]=1)[CH2:26][NH:25][CH2:24]2.CCN(C(C)C)C(C)C.